This data is from Catalyst prediction with 721,799 reactions and 888 catalyst types from USPTO. The task is: Predict which catalyst facilitates the given reaction. Reactant: C1C=CC(N([S:8]([C:11]([F:14])([F:13])[F:12])(=[O:10])=[O:9])[S:8]([C:11]([F:14])([F:13])[F:12])(=[O:10])=[O:9])=CC=1.C(N(CC)CC)C.[CH2:29]([C:31]([C:42]1[CH:47]=[CH:46][C:45](/[CH:48]=[CH:49]/[C:50]2([OH:56])[CH2:55][CH2:54][O:53][CH2:52][CH2:51]2)=[C:44]([CH3:57])[CH:43]=1)([C:34]1[CH:39]=[CH:38][C:37]([OH:40])=[C:36]([CH3:41])[CH:35]=1)[CH2:32][CH3:33])[CH3:30]. Product: [CH2:29]([C:31]([C:34]1[CH:39]=[CH:38][C:37]([O:40][S:8]([C:11]([F:14])([F:13])[F:12])(=[O:10])=[O:9])=[C:36]([CH3:41])[CH:35]=1)([C:42]1[CH:47]=[CH:46][C:45](/[CH:48]=[CH:49]/[C:50]2([OH:56])[CH2:55][CH2:54][O:53][CH2:52][CH2:51]2)=[C:44]([CH3:57])[CH:43]=1)[CH2:32][CH3:33])[CH3:30]. The catalyst class is: 4.